Dataset: Full USPTO retrosynthesis dataset with 1.9M reactions from patents (1976-2016). Task: Predict the reactants needed to synthesize the given product. (1) The reactants are: [Br:1][C:2]1[N:7]=[C:6]([CH2:8][CH2:9][OH:10])[CH:5]=[CH:4][CH:3]=1.I[CH2:12][C:13]1[O:17][N:16]=[C:15]([CH3:18])[N:14]=1. Given the product [Br:1][C:2]1[CH:3]=[CH:4][CH:5]=[C:6]([CH2:8][CH2:9][O:10][CH2:12][C:13]2[O:17][N:16]=[C:15]([CH3:18])[N:14]=2)[N:7]=1, predict the reactants needed to synthesize it. (2) Given the product [Cl:16][C:12]1[C:11]([O:17][CH3:18])=[C:10]([C:7]2([CH2:6][C:5]([OH:19])([C:22]([F:24])([F:23])[F:21])[CH:4]=[O:20])[CH2:8][CH2:9]2)[CH:15]=[CH:14][CH:13]=1, predict the reactants needed to synthesize it. The reactants are: C(O[C:4](=[O:20])[C:5](=[O:19])[CH2:6][C:7]1([C:10]2[CH:15]=[CH:14][CH:13]=[C:12]([Cl:16])[C:11]=2[O:17][CH3:18])[CH2:9][CH2:8]1)C.[F:21][C:22]([Si](C)(C)C)([F:24])[F:23].[F-].C([N+](CCCC)(CCCC)CCCC)CCC.O. (3) Given the product [Cl:1][C:2]1[N:7]=[C:6]([NH:10][C@@H:11]2[CH2:16][CH2:15][CH2:14][N:13]([C:17]([O:19][C:20]([CH3:23])([CH3:22])[CH3:21])=[O:18])[CH2:12]2)[C:5]([F:9])=[CH:4][N:3]=1, predict the reactants needed to synthesize it. The reactants are: [Cl:1][C:2]1[N:7]=[C:6](Cl)[C:5]([F:9])=[CH:4][N:3]=1.[NH2:10][C@@H:11]1[CH2:16][CH2:15][CH2:14][N:13]([C:17]([O:19][C:20]([CH3:23])([CH3:22])[CH3:21])=[O:18])[CH2:12]1.CCN(C(C)C)C(C)C. (4) Given the product [CH3:1][O:2][C:3](=[O:6])[CH2:4][O:5][C:10]1[C:15]([N+:16]([O-:18])=[O:17])=[CH:14][C:13]([C:19]([F:20])([F:21])[F:22])=[CH:12][N:11]=1, predict the reactants needed to synthesize it. The reactants are: [CH3:1][O:2][C:3](=[O:6])[CH2:4][OH:5].[H-].[Na+].Cl[C:10]1[C:15]([N+:16]([O-:18])=[O:17])=[CH:14][C:13]([C:19]([F:22])([F:21])[F:20])=[CH:12][N:11]=1.O. (5) Given the product [F:5][C:4]([F:7])([F:6])[C:3]1[N:19]=[C:17]([CH2:16][OH:15])[S:18][CH:2]=1, predict the reactants needed to synthesize it. The reactants are: Br[CH2:2][C:3](=O)[C:4]([F:7])([F:6])[F:5].C(C([O:15][CH2:16][C:17]([NH2:19])=[S:18])=O)(C)(C)C.CO.C1CCN2C(=NCCC2)CC1. (6) Given the product [N+:22]([C:19]1[CH:20]=[CH:21][C:16]([O:3][C:4]2[CH:5]=[C:6]3[C:10](=[CH:11][CH:12]=2)[C:9](=[O:13])[NH:8][C:7]3=[O:14])=[CH:17][CH:18]=1)([O-:24])=[O:23], predict the reactants needed to synthesize it. The reactants are: [H-].[Na+].[OH:3][C:4]1[CH:5]=[C:6]2[C:10](=[CH:11][CH:12]=1)[C:9](=[O:13])[NH:8][C:7]2=[O:14].F[C:16]1[CH:21]=[CH:20][C:19]([N+:22]([O-:24])=[O:23])=[CH:18][CH:17]=1.